From a dataset of Forward reaction prediction with 1.9M reactions from USPTO patents (1976-2016). Predict the product of the given reaction. (1) Given the reactants C(OC(=O)[NH:7][CH:8]1[CH2:13][CH2:12][N:11]([C:14]2[CH:19]=[CH:18][N:17]=[CH:16][N:15]=2)[CH2:10][CH2:9]1)(C)(C)C.Cl, predict the reaction product. The product is: [N:17]1[CH:18]=[CH:19][C:14]([N:11]2[CH2:10][CH2:9][CH:8]([NH2:7])[CH2:13][CH2:12]2)=[N:15][CH:16]=1. (2) Given the reactants Cl.[CH3:2][O:3][C:4](=[O:9])[C@H:5]([CH2:7][OH:8])[NH2:6].C([O-])(O)=O.[Na+].[CH2:15]([O:22][C:23](Cl)=[O:24])[C:16]1[CH:21]=[CH:20][CH:19]=[CH:18][CH:17]=1, predict the reaction product. The product is: [CH3:2][O:3][C:4](=[O:9])[CH:5]([NH:6][C:23]([O:22][CH2:15][C:16]1[CH:21]=[CH:20][CH:19]=[CH:18][CH:17]=1)=[O:24])[CH2:7][OH:8]. (3) Given the reactants [Br:1][C:2]1[CH:7]=[CH:6][C:5]([CH3:8])=[CH:4][N:3]=1.C(Cl)(Cl)(Cl)Cl.C1C(=O)N([Br:21])C(=O)C1, predict the reaction product. The product is: [Br:1][C:2]1[CH:7]=[CH:6][C:5]([CH2:8][Br:21])=[CH:4][N:3]=1.